Dataset: Catalyst prediction with 721,799 reactions and 888 catalyst types from USPTO. Task: Predict which catalyst facilitates the given reaction. (1) Reactant: [C:1]([O:5][C:6]([NH:8][C:9]1[CH:14]=[CH:13][C:12]([CH2:15][C@H:16]([NH:23]C(=O)OCC2C3C=CC=CC=3C3C2=CC=CC=3)[C:17]([N:19]([O:21][CH3:22])[CH3:20])=[O:18])=[CH:11][CH:10]=1)=[O:7])([CH3:4])([CH3:3])[CH3:2].C1CCN2C(=NCCC2)CC1. Product: [NH2:23][C@H:16]([C:17]([N:19]([O:21][CH3:22])[CH3:20])=[O:18])[CH2:15][C:12]1[CH:13]=[CH:14][C:9]([NH:8][C:6](=[O:7])[O:5][C:1]([CH3:2])([CH3:3])[CH3:4])=[CH:10][CH:11]=1. The catalyst class is: 1. (2) Reactant: Cl[C:2]1[C:11]2[C:6](=[CH:7][C:8]([NH:12][C:13]([O:15][CH2:16]C)=[O:14])=[CH:9][CH:10]=2)[CH:5]=[CH:4][N:3]=1.[CH3:18][O-:19].[Na+].[Cl-].[NH4+]. Product: [CH3:18][O:19][C:2]1[C:11]2[C:6](=[CH:7][C:8]([NH:12][C:13]([O:15][CH3:16])=[O:14])=[CH:9][CH:10]=2)[CH:5]=[CH:4][N:3]=1. The catalyst class is: 16. (3) Reactant: [CH3:1][CH:2]([CH2:4][C@H:5]([CH2:10][NH2:11])[CH2:6][C:7]([OH:9])=[O:8])[CH3:3].C(N(CC)CC)C.C[Si](C)(C)Cl.C(=O)([O-])OC1C=CC=C([CH:32]([O:34][C:35](=[O:39])[CH:36]([CH3:38])[CH3:37])[CH3:33])C=1[N+]([O-])=O.C(O)(=O)CC(CC(O)=O)([C:49]([OH:51])=[O:50])O. Product: [C:35]([O:34][CH:32]([O:51][C:49]([NH:11][CH2:10][CH:5]([CH2:4][CH:2]([CH3:1])[CH3:3])[CH2:6][C:7]([OH:9])=[O:8])=[O:50])[CH3:33])(=[O:39])[CH:36]([CH3:37])[CH3:38]. The catalyst class is: 4. (4) Reactant: I[C:2]1[CH:10]=[C:9]2[C:5]([C:6]([C:19]3[N:23]([CH2:24][O:25][CH2:26][CH2:27][Si:28]([CH3:31])([CH3:30])[CH3:29])[C:22]4[CH:32]=[CH:33][CH:34]=[CH:35][C:21]=4[N:20]=3)=[N:7][N:8]2[CH2:11][O:12][CH2:13][CH2:14][Si:15]([CH3:18])([CH3:17])[CH3:16])=[CH:4][CH:3]=1.[CH3:36][O:37][C:38]1[C:43]([O:44][CH2:45][O:46][CH2:47][CH2:48][Si:49]([CH3:52])([CH3:51])[CH3:50])=[CH:42][C:41]([CH2:53][OH:54])=[C:40]([Sn](C)(C)C)[CH:39]=1. Product: [CH3:36][O:37][C:38]1[C:43]([O:44][CH2:45][O:46][CH2:47][CH2:48][Si:49]([CH3:52])([CH3:51])[CH3:50])=[CH:42][C:41]([CH2:53][OH:54])=[C:40]([C:2]2[CH:10]=[C:9]3[C:5]([C:6]([C:19]4[N:23]([CH2:24][O:25][CH2:26][CH2:27][Si:28]([CH3:30])([CH3:29])[CH3:31])[C:22]5[CH:32]=[CH:33][CH:34]=[CH:35][C:21]=5[N:20]=4)=[N:7][N:8]3[CH2:11][O:12][CH2:13][CH2:14][Si:15]([CH3:18])([CH3:17])[CH3:16])=[CH:4][CH:3]=2)[CH:39]=1. The catalyst class is: 225. (5) Product: [C:1]1([C:21]2[CH:20]=[C:19]([C:28]3[CH:33]=[CH:32][CH:31]=[CH:30][CH:29]=3)[C:18]3[C:23](=[C:24]4[C:15](=[CH:16][CH:17]=3)[C:14]([C:11]3[CH:10]=[CH:9][CH:8]=[CH:13][CH:12]=3)=[CH:27][C:26]([C:1]3[CH:6]=[CH:5][CH:4]=[CH:3][CH:2]=3)=[N:25]4)[N:22]=2)[CH:6]=[CH:5][CH:4]=[CH:3][CH:2]=1. Reactant: [C:1]1([Li])[CH:6]=[CH:5][CH:4]=[CH:3][CH:2]=1.[CH:8]1[CH:13]=[CH:12][C:11]([C:14]2[CH:27]=[CH:26][N:25]=[C:24]3[C:15]=2[CH:16]=[CH:17][C:18]2[C:23]3=[N:22][CH:21]=[CH:20][C:19]=2[C:28]2[CH:33]=[CH:32][CH:31]=[CH:30][CH:29]=2)=[CH:10][CH:9]=1.O. The catalyst class is: 247. (6) Reactant: [C:1]([O:5][C:6]([N:8]1[CH2:12][CH2:11][C:10]([NH2:16])([C:13]([OH:15])=[O:14])[CH2:9]1)=[O:7])([CH3:4])([CH3:3])[CH3:2].[CH3:17][Si](C=[N+]=[N-])(C)C. Product: [CH3:17][O:14][C:13]([C:10]1([NH2:16])[CH2:11][CH2:12][N:8]([C:6]([O:5][C:1]([CH3:4])([CH3:2])[CH3:3])=[O:7])[CH2:9]1)=[O:15]. The catalyst class is: 98.